From a dataset of NCI-60 drug combinations with 297,098 pairs across 59 cell lines. Regression. Given two drug SMILES strings and cell line genomic features, predict the synergy score measuring deviation from expected non-interaction effect. (1) Drug 1: C(CC(=O)O)C(=O)CN.Cl. Drug 2: C1CCC(C(C1)N)N.C(=O)(C(=O)[O-])[O-].[Pt+4]. Cell line: HOP-92. Synergy scores: CSS=15.2, Synergy_ZIP=-5.48, Synergy_Bliss=-2.56, Synergy_Loewe=0.892, Synergy_HSA=1.62. (2) Drug 1: COC1=C2C(=CC3=C1OC=C3)C=CC(=O)O2. Drug 2: CC1C(C(CC(O1)OC2CC(CC3=C2C(=C4C(=C3O)C(=O)C5=C(C4=O)C(=CC=C5)OC)O)(C(=O)CO)O)N)O.Cl. Cell line: UACC62. Synergy scores: CSS=53.1, Synergy_ZIP=-2.57, Synergy_Bliss=-2.21, Synergy_Loewe=-5.43, Synergy_HSA=0.0953. (3) Drug 1: CC1=C(N=C(N=C1N)C(CC(=O)N)NCC(C(=O)N)N)C(=O)NC(C(C2=CN=CN2)OC3C(C(C(C(O3)CO)O)O)OC4C(C(C(C(O4)CO)O)OC(=O)N)O)C(=O)NC(C)C(C(C)C(=O)NC(C(C)O)C(=O)NCCC5=NC(=CS5)C6=NC(=CS6)C(=O)NCCC[S+](C)C)O. Drug 2: C(CCl)NC(=O)N(CCCl)N=O. Cell line: MOLT-4. Synergy scores: CSS=77.4, Synergy_ZIP=11.2, Synergy_Bliss=11.8, Synergy_Loewe=-2.13, Synergy_HSA=14.9. (4) Drug 1: C(CCl)NC(=O)N(CCCl)N=O. Drug 2: CC1C(C(CC(O1)OC2CC(CC3=C2C(=C4C(=C3O)C(=O)C5=C(C4=O)C(=CC=C5)OC)O)(C(=O)CO)O)N)O.Cl. Cell line: MALME-3M. Synergy scores: CSS=32.1, Synergy_ZIP=-6.82, Synergy_Bliss=-10.8, Synergy_Loewe=-7.62, Synergy_HSA=-8.11.